Dataset: Full USPTO retrosynthesis dataset with 1.9M reactions from patents (1976-2016). Task: Predict the reactants needed to synthesize the given product. (1) Given the product [C:22]([C:24]1[CH:25]=[C:26]([C:27]2[O:1][N:2]=[C:3]([C:5]3[CH:13]=[CH:12][C:11]4[NH:10][C:9]5[CH:14]([CH2:17][C:18]([O:20][CH3:21])=[O:19])[CH2:15][CH2:16][C:8]=5[C:7]=4[CH:6]=3)[N:4]=2)[CH:30]=[C:31]([O:33][C:34]([F:35])([F:36])[F:37])[CH:32]=1)#[N:23], predict the reactants needed to synthesize it. The reactants are: [OH:1][NH:2][C:3]([C:5]1[CH:13]=[CH:12][C:11]2[NH:10][C:9]3[CH:14]([CH2:17][C:18]([O:20][CH3:21])=[O:19])[CH2:15][CH2:16][C:8]=3[C:7]=2[CH:6]=1)=[NH:4].[C:22]([C:24]1[CH:25]=[C:26]([CH:30]=[C:31]([O:33][C:34]([F:37])([F:36])[F:35])[CH:32]=1)[C:27](Cl)=O)#[N:23].C(N(CC)CC)C. (2) Given the product [I-:33].[CH2:1]([C:11]1[CH:31]=[CH:30][C:14]([C:15]([NH:17][C:18]2([CH2:24][C:25]([O:27][CH2:28][CH3:29])=[O:26])[CH2:22][CH2:21][N+:20]([CH3:32])([CH3:23])[CH2:19]2)=[O:16])=[CH:13][CH:12]=1)[CH2:2][CH2:3][CH2:4][CH2:5][CH2:6][CH2:7][CH2:8][CH2:9][CH3:10], predict the reactants needed to synthesize it. The reactants are: [CH2:1]([C:11]1[CH:31]=[CH:30][C:14]([C:15]([NH:17][C:18]2([CH2:24][C:25]([O:27][CH2:28][CH3:29])=[O:26])[CH2:22][CH2:21][N:20]([CH3:23])[CH2:19]2)=[O:16])=[CH:13][CH:12]=1)[CH2:2][CH2:3][CH2:4][CH2:5][CH2:6][CH2:7][CH2:8][CH2:9][CH3:10].[CH3:32][I:33]. (3) Given the product [CH3:26][S:27]([O:22][CH2:21][C:16]1[CH:17]=[CH:18][C:19]2[C:20]3[C:12](=[C:11]([C:23](=[O:24])[NH2:25])[CH:10]=[CH:9][C:8]=3[C:3]3[CH:4]=[CH:5][CH:6]=[CH:7][C:2]=3[F:1])[NH:13][C:14]=2[CH:15]=1)(=[O:29])=[O:28], predict the reactants needed to synthesize it. The reactants are: [F:1][C:2]1[CH:7]=[CH:6][CH:5]=[CH:4][C:3]=1[C:8]1[C:20]2[C:19]3[C:14](=[CH:15][C:16]([CH2:21][OH:22])=[CH:17][CH:18]=3)[NH:13][C:12]=2[C:11]([C:23]([NH2:25])=[O:24])=[CH:10][CH:9]=1.[CH3:26][S:27](Cl)(=[O:29])=[O:28]. (4) Given the product [Cl:18][C:19]1[CH:20]=[C:21]([CH:39]=[CH:40][CH:41]=1)[C:22]([NH:24][C:25]1[C:26]([N:32]2[CH2:38][CH2:37][CH2:36][N:35]([C:9](=[O:11])[CH2:8][N:4]3[C:5]([CH3:7])=[CH:6][C:2]([CH3:1])=[N:3]3)[CH2:34][CH2:33]2)=[N:12][CH:28]=[C:29]([Cl:31])[CH:30]=1)=[O:23], predict the reactants needed to synthesize it. The reactants are: [CH3:1][C:2]1[CH:6]=[C:5]([CH3:7])[N:4]([CH2:8][C:9]([OH:11])=O)[N:3]=1.[N:12]1C=CC=CC=1.[Cl:18][C:19]1[CH:20]=[C:21]([CH:39]=[CH:40][CH:41]=1)[C:22]([NH:24][C:25]1[CH:30]=[C:29]([Cl:31])[CH:28]=C[C:26]=1[N:32]1[CH2:38][CH2:37][CH2:36][NH:35][CH2:34][CH2:33]1)=[O:23]. (5) The reactants are: [CH3:1][O:2][CH2:3][C@@H:4]1[CH2:8][CH2:7][CH2:6][N:5]1[CH2:9][C:10]1[CH:11]=[C:12]([CH:16]=[C:17]([CH3:19])[CH:18]=1)[C:13]([OH:15])=O.CN(C(ON1N=NC2C=CC=CC1=2)=[N+](C)C)C.F[P-](F)(F)(F)(F)F.C1C=CC2N(O)N=NC=2C=1.C(N(CC)C(C)C)(C)C.[NH2:63][C@@H:64]([CH2:78][C:79]1[CH:84]=[C:83]([F:85])[CH:82]=[C:81]([F:86])[CH:80]=1)[C@H:65]([OH:77])[CH2:66][NH:67][CH2:68][C:69]1[CH:74]=[CH:73][CH:72]=[C:71]([CH2:75][CH3:76])[CH:70]=1.[ClH:87]. Given the product [ClH:87].[ClH:87].[F:85][C:83]1[CH:84]=[C:79]([CH:80]=[C:81]([F:86])[CH:82]=1)[CH2:78][C@H:64]([NH:63][C:13](=[O:15])[C:12]1[CH:16]=[C:17]([CH3:19])[CH:18]=[C:10]([CH2:9][N:5]2[CH2:6][CH2:7][CH2:8][C@H:4]2[CH2:3][O:2][CH3:1])[CH:11]=1)[C@H:65]([OH:77])[CH2:66][NH:67][CH2:68][C:69]1[CH:74]=[CH:73][CH:72]=[C:71]([CH2:75][CH3:76])[CH:70]=1, predict the reactants needed to synthesize it. (6) Given the product [Br:1][C:2]1[C:11]2[C:6](=[CH:7][CH:8]=[CH:9][CH:10]=2)[C:5]([S:12]([NH:15][C:16]2([C:19]([NH2:20])=[O:21])[CH2:17][CH2:18]2)(=[O:13])=[O:14])=[CH:4][CH:3]=1, predict the reactants needed to synthesize it. The reactants are: [Br:1][C:2]1[C:11]2[C:6](=[CH:7][CH:8]=[CH:9][CH:10]=2)[C:5]([S:12]([NH:15][C:16]2([C:19]#[N:20])[CH2:18][CH2:17]2)(=[O:14])=[O:13])=[CH:4][CH:3]=1.[OH-:21].[Na+].OO. (7) Given the product [C:46]([NH:45][C:43]([C:40]1[N:39]=[CH:38][C:37]([C:16]2[CH:15]=[CH:14][C:13]([C@@H:11]([N:7]3[CH2:6][CH2:5][C@:4]([CH2:3][C:2]([OH:1])([CH3:34])[CH3:35])([C:28]4[CH:33]=[CH:32][CH:31]=[CH:30][CH:29]=4)[O:9][C:8]3=[O:10])[CH3:12])=[CH:18][CH:17]=2)=[CH:42][N:41]=1)=[O:44])([CH3:49])([CH3:48])[CH3:47], predict the reactants needed to synthesize it. The reactants are: [OH:1][C:2]([CH3:35])([CH3:34])[CH2:3][C@@:4]1([C:28]2[CH:33]=[CH:32][CH:31]=[CH:30][CH:29]=2)[O:9][C:8](=[O:10])[N:7]([C@H:11]([C:13]2[CH:18]=[CH:17][C:16](B3OC(C)(C)C(C)(C)O3)=[CH:15][CH:14]=2)[CH3:12])[CH2:6][CH2:5]1.Br[C:37]1[CH:38]=[N:39][C:40]([C:43]([NH:45][C:46]([CH3:49])([CH3:48])[CH3:47])=[O:44])=[N:41][CH:42]=1. (8) Given the product [CH3:1][C:2]1[C:10]2[C:5](=[N:6][CH:7]=[C:8]([C:17]3[CH:18]=[CH:19][CH:20]=[CH:21][CH:22]=3)[C:9]=2[N:11]2[CH2:16][CH2:15][N:14]([C:37]([O:36][C:33]([CH3:35])([CH3:34])[CH3:32])=[O:38])[CH2:13][CH2:12]2)[N:4]([S:23]([C:26]2[CH:31]=[CH:30][CH:29]=[CH:28][CH:27]=2)(=[O:24])=[O:25])[CH:3]=1, predict the reactants needed to synthesize it. The reactants are: [CH3:1][C:2]1[C:10]2[C:5](=[N:6][CH:7]=[C:8]([C:17]3[CH:22]=[CH:21][CH:20]=[CH:19][CH:18]=3)[C:9]=2[N:11]2[CH2:16][CH2:15][NH:14][CH2:13][CH2:12]2)[N:4]([S:23]([C:26]2[CH:31]=[CH:30][CH:29]=[CH:28][CH:27]=2)(=[O:25])=[O:24])[CH:3]=1.[CH3:32][C:33]([O:36][C:37](O[C:37]([O:36][C:33]([CH3:35])([CH3:34])[CH3:32])=[O:38])=[O:38])([CH3:35])[CH3:34].